Predict the reactants needed to synthesize the given product. From a dataset of Full USPTO retrosynthesis dataset with 1.9M reactions from patents (1976-2016). (1) The reactants are: [O-]CC.[Na+].[CH2:5]([C@:7]12[CH2:31][CH2:30][C:29](=[O:32])[CH2:28][C@H:8]1[CH2:9][CH2:10][CH2:11][C:12]1[CH:13]=[C:14]3[C:18](=[CH:19][C:20]=12)[CH:17]=[N:16][N:15]3[C:21]1[CH:26]=[CH:25][C:24]([F:27])=[CH:23][CH:22]=1)[CH3:6].[CH2:33]([C@@:35]12[CH2:59][CH2:58][C:57](=[O:60])[CH2:56][C@@H:36]1[CH2:37][CH2:38][CH2:39][C:40]1[CH:41]=[C:42]3[C:46](=[CH:47][C:48]=12)[CH:45]=[N:44][N:43]3[C:49]1[CH:54]=[CH:53][C:52]([F:55])=[CH:51][CH:50]=1)[CH3:34].C1COCC1.[CH:66](=O)[C:67]1[CH:72]=[CH:71][CH:70]=[CH:69][CH:68]=1. Given the product [CH:33](=[C:30]1/[CH2:31][C@:7]2([CH2:5][CH3:6])[C:20]3=[CH:19][C:18]4[CH:17]=[N:16][N:15]([C:21]5[CH:22]=[CH:23][C:24]([F:27])=[CH:25][CH:26]=5)[C:14]=4[CH:13]=[C:12]3[CH2:11][CH2:10][CH2:9][C@H:8]2[CH2:28][C:29]/1=[O:32])/[C:35]1[CH:59]=[CH:58][CH:57]=[CH:56][CH:36]=1.[CH:66](=[C:58]1/[CH2:59][C@@:35]2([CH2:33][CH3:34])[C:48]3=[CH:47][C:46]4[CH:45]=[N:44][N:43]([C:49]5[CH:50]=[CH:51][C:52]([F:55])=[CH:53][CH:54]=5)[C:42]=4[CH:41]=[C:40]3[CH2:39][CH2:38][CH2:37][C@@H:36]2[CH2:56][C:57]/1=[O:60])/[C:67]1[CH:72]=[CH:71][CH:70]=[CH:69][CH:68]=1, predict the reactants needed to synthesize it. (2) Given the product [OH:13][C:9]1[CH:10]=[CH:11][CH:12]=[C:5]([O:4][CH2:3][O:2][CH3:1])[C:6]=1[CH:7]=[O:8], predict the reactants needed to synthesize it. The reactants are: [CH3:1][O:2][CH2:3][O:4][C:5]1[CH:12]=[CH:11][CH:10]=[C:9]([O:13]COC)[C:6]=1[CH:7]=[O:8].Cl.CCOCC. (3) Given the product [CH2:1]([O:8][C:9]1[C:13]([CH:30]=[O:31])=[C:12]([CH3:14])[N:11]([C:15]2[CH:20]=[CH:19][CH:18]=[CH:17][CH:16]=2)[N:10]=1)[C:2]1[CH:3]=[CH:4][CH:5]=[CH:6][CH:7]=1, predict the reactants needed to synthesize it. The reactants are: [CH2:1]([O:8][C:9]1[CH:13]=[C:12]([CH3:14])[N:11]([C:15]2[CH:20]=[CH:19][CH:18]=[CH:17][CH:16]=2)[N:10]=1)[C:2]1[CH:7]=[CH:6][CH:5]=[CH:4][CH:3]=1.P(Cl)(Cl)(Cl)=O.[OH-].[Na+].CN(C)[CH:30]=[O:31]. (4) Given the product [CH3:9][C:8]1[C:7]([C:1]2[CH:6]=[CH:5][CH:4]=[CH:3][CH:2]=2)=[C:11]([C:13]2[CH:18]=[CH:17][N:16]=[CH:15][CH:14]=2)[NH:20][N:19]=1, predict the reactants needed to synthesize it. The reactants are: [C:1]1([C:7]2(O[CH:11]2[C:13]2[CH:18]=[CH:17][N:16]=[CH:15][CH:14]=2)[C:8](=O)[CH3:9])[CH:6]=[CH:5][CH:4]=[CH:3][CH:2]=1.[NH2:19][NH2:20]. (5) The reactants are: [CH3:1][O:2][C:3]1[CH:8]=[CH:7][C:6]([C:9]2[CH:17]=[CH:16][CH:15]=[C:14]3[C:10]=2[C:11]([CH:18]=O)=[CH:12][NH:13]3)=[CH:5][CH:4]=1.[OH:20][C:21]1[C:26]2[C:27](=[O:30])[CH2:28][O:29][C:25]=2[CH:24]=[C:23]([OH:31])[CH:22]=1. Given the product [OH:20][C:21]1[C:26]2[C:27](=[O:30])/[C:28](=[CH:18]/[C:11]3[C:10]4[C:14](=[CH:15][CH:16]=[CH:17][C:9]=4[C:6]4[CH:5]=[CH:4][C:3]([O:2][CH3:1])=[CH:8][CH:7]=4)[NH:13][CH:12]=3)/[O:29][C:25]=2[CH:24]=[C:23]([OH:31])[CH:22]=1, predict the reactants needed to synthesize it. (6) Given the product [OH:43][CH:41]1[CH2:42][N:39]([C:36]2[CH:37]=[CH:38][C:33]([C:2]3[C:10]4[C:5](=[CH:6][CH:7]=[C:8]([NH:11][C:12](=[O:24])[CH:13]([N:19]5[CH2:23][CH2:22][CH2:21][CH2:20]5)[C:14]5[CH:18]=[CH:17][S:16][CH:15]=5)[CH:9]=4)[NH:4][N:3]=3)=[CH:34][CH:35]=2)[CH2:40]1, predict the reactants needed to synthesize it. The reactants are: I[C:2]1[C:10]2[C:5](=[CH:6][CH:7]=[C:8]([NH:11][C:12](=[O:24])[CH:13]([N:19]3[CH2:23][CH2:22][CH2:21][CH2:20]3)[C:14]3[CH:18]=[CH:17][S:16][CH:15]=3)[CH:9]=2)[NH:4][N:3]=1.CC1(C)C(C)(C)OB([C:33]2[CH:38]=[CH:37][C:36]([N:39]3[CH2:42][CH:41]([OH:43])[CH2:40]3)=[CH:35][CH:34]=2)O1.C([O-])([O-])=O.[Na+].[Na+].C1(C)C=CC=CC=1. (7) The reactants are: [C:1]([O:5][C:6](=[O:28])[NH:7][C@H:8]([CH:25]([CH3:27])[CH3:26])[C:9]([NH:11][C:12]1[C:16]2[CH:17]=[C:18]([F:21])[CH:19]=[CH:20][C:15]=2[O:14][C:13]=1[C:22](=[O:24])[NH2:23])=O)([CH3:4])([CH3:3])[CH3:2].[Li+].[OH-]. Given the product [C:1]([O:5][C:6](=[O:28])[NH:7][C@@H:8]([C:9]1[NH:23][C:22](=[O:24])[C:13]2[O:14][C:15]3[CH:20]=[CH:19][C:18]([F:21])=[CH:17][C:16]=3[C:12]=2[N:11]=1)[CH:25]([CH3:27])[CH3:26])([CH3:4])([CH3:3])[CH3:2], predict the reactants needed to synthesize it. (8) Given the product [C:7]([N:1]1[CH2:5][CH2:4][CH2:3][C:2]1=[O:6])(=[O:9])[CH3:8], predict the reactants needed to synthesize it. The reactants are: [NH:1]1[CH2:5][CH2:4][CH2:3][C:2]1=[O:6].[C:7](OC(=O)C)(=[O:9])[CH3:8]. (9) Given the product [CH3:17][C:16]([CH3:19])([CH3:18])[O:15][C:13](=[O:14])[CH2:12][CH2:11][O:10][CH2:9][CH2:8][O:7][CH2:6][CH2:5][O:4][CH2:3][CH2:2][O:1][C:40]1[CH:41]=[C:42]([CH:47]=[CH:48][CH:49]=1)[C:43]([O:45][CH3:46])=[O:44], predict the reactants needed to synthesize it. The reactants are: [OH:1][CH2:2][CH2:3][O:4][CH2:5][CH2:6][O:7][CH2:8][CH2:9][O:10][CH2:11][CH2:12][C:13]([O:15][C:16]([CH3:19])([CH3:18])[CH3:17])=[O:14].C1(P(C2C=CC=CC=2)C2C=CC=CC=2)C=CC=CC=1.O[C:40]1[CH:41]=[C:42]([CH:47]=[CH:48][CH:49]=1)[C:43]([O:45][CH3:46])=[O:44].N(C(OC(C)C)=O)=NC(OC(C)C)=O.